From a dataset of Forward reaction prediction with 1.9M reactions from USPTO patents (1976-2016). Predict the product of the given reaction. (1) Given the reactants [Cl:1][C:2]1[CH:3]=[C:4]([C:9]([OH:11])=O)[CH:5]=[N:6][C:7]=1[Cl:8].Cl.CCOCC.C(Cl)(=O)C(Cl)=O.Cl.[NH:25]1[CH2:28][CH2:27][CH2:26]1.C(N(CC)CC)C, predict the reaction product. The product is: [N:25]1([C:9]([C:4]2[CH:5]=[N:6][C:7]([Cl:8])=[C:2]([Cl:1])[CH:3]=2)=[O:11])[CH2:28][CH2:27][CH2:26]1. (2) Given the reactants [F:1][C:2]1[CH:19]=[CH:18][C:5]([O:6][C:7]2[C:16]3[C:11](=[C:12]([NH2:17])[CH:13]=[CH:14][CH:15]=3)[N:10]=[CH:9][CH:8]=2)=[CH:4][C:3]=1[C:20]([F:23])([F:22])[F:21].[Cl:24][C:25]1[C:30]([C:31](O)=[O:32])=[C:29]([F:34])[C:28]([CH2:35][NH:36][C:37](=[O:42])[C:38]([CH3:41])([CH3:40])[CH3:39])=[CH:27][CH:26]=1.C(Cl)(=O)C(Cl)=O.CCN(C(C)C)C(C)C, predict the reaction product. The product is: [Cl:24][C:25]1[C:30]([C:31]([NH:17][C:12]2[CH:13]=[CH:14][CH:15]=[C:16]3[C:11]=2[N:10]=[CH:9][CH:8]=[C:7]3[O:6][C:5]2[CH:18]=[CH:19][C:2]([F:1])=[C:3]([C:20]([F:23])([F:21])[F:22])[CH:4]=2)=[O:32])=[C:29]([F:34])[C:28]([CH2:35][NH:36][C:37](=[O:42])[C:38]([CH3:40])([CH3:39])[CH3:41])=[CH:27][CH:26]=1.